Task: Predict the reactants needed to synthesize the given product.. Dataset: Full USPTO retrosynthesis dataset with 1.9M reactions from patents (1976-2016) (1) Given the product [C:1]([NH:5][C:6]([C:8]1[C:16]2[C:11](=[N:12][CH:13]=[C:14]([NH:17][C:18]3[CH:19]=[N:20][C:21]([O:24][CH3:25])=[N:22][CH:23]=3)[N:15]=2)[NH:10][CH:9]=1)=[O:7])([CH3:4])([CH3:3])[CH3:2], predict the reactants needed to synthesize it. The reactants are: [C:1]([NH:5][C:6]([C:8]1[C:16]2[C:11](=[N:12][CH:13]=[C:14]([NH:17][C:18]3[CH:19]=[N:20][C:21]([O:24][CH3:25])=[N:22][CH:23]=3)[N:15]=2)[N:10](COCC[Si](C)(C)C)[CH:9]=1)=[O:7])([CH3:4])([CH3:3])[CH3:2].FC(F)(F)C(O)=O. (2) The reactants are: [C:1]([C:4]1[CH:9]=[CH:8][C:7]([C:10]2[CH:15]=[CH:14][CH:13]=[C:12]([CH2:16][C:17]([N:19]([CH3:26])[C:20]3[CH:25]=[CH:24][CH:23]=[CH:22][CH:21]=3)=[O:18])[CH:11]=2)=[CH:6][CH:5]=1)(=O)C.[S:27]1[CH2:31][C:30](=[O:32])[NH:29][C:28]1=[O:33]. Given the product [O:33]=[C:28]1[NH:29][C:30](=[O:32])[C:31](=[CH:1][C:4]2[CH:5]=[CH:6][C:7]([C:10]3[CH:15]=[CH:14][CH:13]=[C:12]([CH2:16][C:17]([N:19]([CH3:26])[C:20]4[CH:25]=[CH:24][CH:23]=[CH:22][CH:21]=4)=[O:18])[CH:11]=3)=[CH:8][CH:9]=2)[S:27]1, predict the reactants needed to synthesize it. (3) Given the product [ClH:16].[F:1][C:2]1[CH:9]=[CH:8][C:7]([F:10])=[CH:6][C:3]=1[CH:4]=[N:15][NH:14][C:11]([NH2:13])=[NH:12], predict the reactants needed to synthesize it. The reactants are: [F:1][C:2]1[CH:9]=[CH:8][C:7]([F:10])=[CH:6][C:3]=1[CH:4]=O.[C:11]([NH:14][NH2:15])([NH2:13])=[NH:12].[ClH:16]. (4) Given the product [Cl:1][C:2]1[CH:3]=[CH:4][C:5]([NH:8][C:9]2[C:17]3[C:12](=[CH:13][N:14]=[CH:15][CH:16]=3)[O:11][C:10]=2[C:18]([OH:20])=[O:19])=[CH:6][CH:7]=1, predict the reactants needed to synthesize it. The reactants are: [Cl:1][C:2]1[CH:7]=[CH:6][C:5]([NH:8][C:9]2[C:17]3[C:12](=[CH:13][N:14]=[CH:15][CH:16]=3)[O:11][C:10]=2[C:18]([O:20]CC)=[O:19])=[CH:4][CH:3]=1.[Li+].[OH-].Cl. (5) Given the product [OH:3][N:2]=[C:11]([C:13]1[CH:18]=[CH:17][C:16]([CH:19]([CH3:28])[CH2:20][C:21]([O:23][C:24]([CH3:26])([CH3:25])[CH3:27])=[O:22])=[CH:15][C:14]=1[CH3:29])[NH2:12], predict the reactants needed to synthesize it. The reactants are: Cl.[NH2:2][OH:3].C(N(CC)CC)C.[C:11]([C:13]1[CH:18]=[CH:17][C:16]([CH:19]([CH3:28])[CH2:20][C:21]([O:23][C:24]([CH3:27])([CH3:26])[CH3:25])=[O:22])=[CH:15][C:14]=1[CH3:29])#[N:12]. (6) Given the product [FH:61].[FH:61].[OH:1][C:2]([C:51]1[S:52][CH:53]=[CH:54][CH:55]=1)([C:56]1[S:57][CH:58]=[CH:59][CH:60]=1)[C:3]([O:5][C@H:6]1[CH2:11][CH2:10][C@H:9]([N:12]([CH2:14][CH2:15][CH2:16][N:17]2[C:21]3[CH:22]=[CH:23][C:24]([CH2:26][NH:27][CH2:28][C@H:29]([OH:42])[C:30]4[CH:39]=[CH:38][C:37]([OH:40])=[C:36]5[C:31]=4[CH:32]=[CH:33][C:34](=[O:41])[NH:35]5)=[CH:25][C:20]=3[NH:19][C:18]2=[O:50])[CH3:13])[CH2:8][CH2:7]1)=[O:4], predict the reactants needed to synthesize it. The reactants are: [OH:1][C:2]([C:56]1[S:57][CH:58]=[CH:59][CH:60]=1)([C:51]1[S:52][CH:53]=[CH:54][CH:55]=1)[C:3]([O:5][C@H:6]1[CH2:11][CH2:10][C@H:9]([N:12]([CH2:14][CH2:15][CH2:16][N:17]2[C:21]3[CH:22]=[CH:23][C:24]([CH2:26][NH:27][CH2:28][C@H:29]([O:42][Si](C(C)(C)C)(C)C)[C:30]4[CH:39]=[CH:38][C:37]([OH:40])=[C:36]5[C:31]=4[CH:32]=[CH:33][C:34](=[O:41])[NH:35]5)=[CH:25][C:20]=3[NH:19][C:18]2=[O:50])[CH3:13])[CH2:8][CH2:7]1)=[O:4].[FH:61].F.F.C(N(CC)CC)C.C(#N)C. (7) Given the product [F:12][C:4]1[CH:5]=[C:6]([C:8]([OH:11])([CH3:10])[CH3:9])[CH:7]=[C:2]([F:1])[C:3]=1[C:13]1[S:17][C:16]([NH:18][C:19]2[CH:24]=[CH:23][C:22](=[O:25])[N:21]([CH3:29])[N:20]=2)=[C:15]([C:26]([NH2:28])=[O:27])[CH:14]=1, predict the reactants needed to synthesize it. The reactants are: [F:1][C:2]1[CH:7]=[C:6]([C:8]([OH:11])([CH3:10])[CH3:9])[CH:5]=[C:4]([F:12])[C:3]=1[C:13]1[S:17][C:16]([NH:18][C:19]2[CH:24]=[CH:23][C:22](=[O:25])[NH:21][N:20]=2)=[C:15]([C:26]([NH2:28])=[O:27])[CH:14]=1.[C:29]([O-])([O-])=O.[K+].[K+].IC.O.